This data is from Catalyst prediction with 721,799 reactions and 888 catalyst types from USPTO. The task is: Predict which catalyst facilitates the given reaction. (1) Reactant: [Br:1][C:2]1[C:3]([CH:19]2[CH2:21][CH2:20]2)=[N:4][C:5]([CH3:18])=[CH:6][C:7]=1[C:8]1[CH:9]=[N:10][C:11]([C:14]([F:17])([F:16])[F:15])=[N:12][CH:13]=1.C1C(=O)N([Br:29])C(=O)C1. Product: [Br:1][C:2]1[C:3]([CH:19]2[CH2:21][CH2:20]2)=[N:4][C:5]([CH2:18][Br:29])=[CH:6][C:7]=1[C:8]1[CH:13]=[N:12][C:11]([C:14]([F:17])([F:15])[F:16])=[N:10][CH:9]=1. The catalyst class is: 53. (2) Reactant: CC([Si](C)(C)[O:6][C@H:7]1[CH2:12][N:11]([CH2:13][CH2:14][N:15]2[C:24]3[C:19](=[CH:20][CH:21]=[C:22]([F:25])[CH:23]=3)[CH:18]=[CH:17][C:16]2=[O:26])[CH2:10][C@@H:9]([CH2:27][NH:28]C(=O)OC(C)(C)C)[CH2:8]1)(C)C.[ClH:38].O1CCOCC1. Product: [ClH:38].[NH2:28][CH2:27][C@H:9]1[CH2:8][C@@H:7]([OH:6])[CH2:12][N:11]([CH2:13][CH2:14][N:15]2[C:24]3[C:19](=[CH:20][CH:21]=[C:22]([F:25])[CH:23]=3)[CH:18]=[CH:17][C:16]2=[O:26])[CH2:10]1. The catalyst class is: 61. (3) Reactant: Cl[C:2]1[N:3]=[CH:4][C:5]2[CH2:11][N:10]([C:12]([C:14]3[CH:15]=[N:16][CH:17]=[CH:18][CH:19]=3)=[O:13])[CH2:9][CH2:8][C:6]=2[N:7]=1.[CH3:20][O:21][C:22]1[CH:28]=[CH:27][CH:26]=[CH:25][C:23]=1[NH2:24].CCOC(C)=O. Product: [CH3:20][O:21][C:22]1[CH:28]=[CH:27][CH:26]=[CH:25][C:23]=1[NH:24][C:2]1[N:3]=[CH:4][C:5]2[CH2:11][N:10]([C:12]([C:14]3[CH:15]=[N:16][CH:17]=[CH:18][CH:19]=3)=[O:13])[CH2:9][CH2:8][C:6]=2[N:7]=1. The catalyst class is: 32. (4) Reactant: Cl[C:2]1[N:3]=[CH:4][C:5]([C:8]([NH:10][C:11]2[NH:12][N:13]=[C:14]([O:16][CH2:17][C:18]3[CH:23]=[C:22]([O:24][CH3:25])[CH:21]=[C:20]([O:26][CH3:27])[CH:19]=3)[CH:15]=2)=[O:9])=[N:6][CH:7]=1.[CH3:28][N:29]1[CH2:34][CH2:33][NH:32][CH2:31][CH:30]1[CH3:35]. Product: [CH3:27][O:26][C:20]1[CH:19]=[C:18]([CH2:17][O:16][C:14]2[CH:15]=[C:11]([NH:10][C:8]([C:5]3[CH:4]=[N:3][C:2]([N:32]4[CH2:33][CH2:34][N:29]([CH3:28])[CH:30]([CH3:35])[CH2:31]4)=[CH:7][N:6]=3)=[O:9])[NH:12][N:13]=2)[CH:23]=[C:22]([O:24][CH3:25])[CH:21]=1. The catalyst class is: 16. (5) Reactant: [Cl:1][C:2]1[N:7]=[CH:6][C:5]([O:8][CH2:9][CH:10]2[CH2:15][CH2:14][N:13]([CH2:16][C:17](O)([CH2:20][CH3:21])[CH2:18][CH3:19])[CH2:12][CH2:11]2)=[CH:4][CH:3]=1.CCN(S(F)(F)[F:29])CC.C([O-])(O)=O.[Na+]. Product: [Cl:1][C:2]1[CH:3]=[CH:4][C:5]([O:8][CH2:9][CH:10]2[CH2:15][CH2:14][N:13]([CH2:16][C:17]([CH2:20][CH3:21])([F:29])[CH2:18][CH3:19])[CH2:12][CH2:11]2)=[CH:6][N:7]=1. The catalyst class is: 2. (6) Reactant: [CH3:1][O:2][C:3]1[CH:4]=[C:5](B2OC(C)(C)C(C)(C)O2)[CH:6]=[C:7]2[C:12]=1[O:11][CH:10]([C:13]([F:16])([F:15])[F:14])[C:9]([C:17]([O:19][CH2:20][CH3:21])=[O:18])=[CH:8]2.[OH:31]O.[OH-].[Na+].Cl. Product: [OH:31][C:5]1[CH:6]=[C:7]2[C:12](=[C:3]([O:2][CH3:1])[CH:4]=1)[O:11][CH:10]([C:13]([F:14])([F:16])[F:15])[C:9]([C:17]([O:19][CH2:20][CH3:21])=[O:18])=[CH:8]2. The catalyst class is: 20. (7) Reactant: [NH2:1][C:2]1[CH:3]=[C:4]([NH:9][S:10]([N:13]2[CH2:18][CH2:17][O:16][CH2:15][CH2:14]2)(=[O:12])=[O:11])[C:5]([Cl:8])=[N:6][CH:7]=1.F[C:20]1[C:25]([C:26]2[N:31]=[C:30]([CH3:32])[N:29]=[C:28]([NH2:33])[N:27]=2)=[CH:24][CH:23]=[CH:22][N:21]=1.C[Si]([N-][Si](C)(C)C)(C)C.[Na+].C1COCC1. Product: [NH2:33][C:28]1[N:29]=[C:30]([CH3:32])[N:31]=[C:26]([C:25]2[C:20]([NH:1][C:2]3[CH:3]=[C:4]([NH:9][S:10]([N:13]4[CH2:18][CH2:17][O:16][CH2:15][CH2:14]4)(=[O:12])=[O:11])[C:5]([Cl:8])=[N:6][CH:7]=3)=[N:21][CH:22]=[CH:23][CH:24]=2)[N:27]=1. The catalyst class is: 3.